This data is from Full USPTO retrosynthesis dataset with 1.9M reactions from patents (1976-2016). The task is: Predict the reactants needed to synthesize the given product. Given the product [CH3:26][C:23]1[S:22][C:21]2[CH2:20][CH:16]([CH3:15])[C:17](=[O:19])[C:25]=2[CH:24]=1, predict the reactants needed to synthesize it. The reactants are: O=P12OP3(OP(OP(O3)(O1)=O)(=O)O2)=O.[CH3:15][CH:16]([CH2:20][C:21]1[S:22][C:23]([CH3:26])=[CH:24][CH:25]=1)[C:17]([OH:19])=O.O.